Dataset: Reaction yield outcomes from USPTO patents with 853,638 reactions. Task: Predict the reaction yield, written as a fraction of the theoretical maximum amount of product (1.0 means a 100% yield; for example, 0.34 means a 34% yield). (1) The reactants are [F:1][C:2]1[CH:7]=[C:6]([F:8])[CH:5]=[CH:4][C:3]=1[C:9]([OH:33])([CH2:27][N:28]1[CH:32]=[N:31][N:30]=[N:29]1)[C:10]([F:26])([F:25])[C:11]1[CH:16]=[CH:15][C:14]([C:17]2[CH:18]=[N:19][C:20](OC)=[N:21][CH:22]=2)=[CH:13][N:12]=1.P(Cl)(Cl)([Cl:36])=O. The catalyst is CN(C=O)C. The product is [Cl:36][C:20]1[N:19]=[CH:18][C:17]([C:14]2[CH:15]=[CH:16][C:11]([C:10]([F:26])([F:25])[C:9]([C:3]3[CH:4]=[CH:5][C:6]([F:8])=[CH:7][C:2]=3[F:1])([OH:33])[CH2:27][N:28]3[CH:32]=[N:31][N:30]=[N:29]3)=[N:12][CH:13]=2)=[CH:22][N:21]=1. The yield is 0.310. (2) The reactants are [NH:1](C(OC(C)(C)C)=O)[CH2:2][C:3]([NH:5][CH2:6][C:7]([NH:9][CH2:10][C:11](O)=[O:12])=[O:8])=[O:4].F[P-](F)(F)(F)(F)F.C[N+](C)=C(N(C)C)ON1C2N=CC=CC=2N=N1.C(N(CC)C(C)C)(C)C.[C:54]([O:73][CH2:74][C@H:75]([CH2:96][O:97][P:98]([O:101][CH2:102][CH2:103][NH2:104])([OH:100])=[O:99])[O:76][C:77](=[O:95])[CH2:78][CH2:79][CH2:80][CH2:81][CH2:82][CH2:83][CH2:84]/[CH:85]=[CH:86]\[CH2:87][CH2:88][CH2:89][CH2:90][CH2:91][CH2:92][CH2:93][CH3:94])(=[O:72])[CH2:55][CH2:56][CH2:57][CH2:58][CH2:59][CH2:60][CH2:61]/[CH:62]=[CH:63]\[CH2:64][CH2:65][CH2:66][CH2:67][CH2:68][CH2:69][CH2:70][CH3:71].Cl.C(OCC)C. The catalyst is CN(C=O)C.C(Cl)(Cl)Cl. The product is [C:54]([O:73][CH2:74][C@@H:75]([O:76][C:77](=[O:95])[CH2:78][CH2:79][CH2:80][CH2:81][CH2:82][CH2:83][CH2:84]/[CH:85]=[CH:86]\[CH2:87][CH2:88][CH2:89][CH2:90][CH2:91][CH2:92][CH2:93][CH3:94])[CH2:96][O:97][P:98]([O:101][CH2:102][CH2:103][NH:104][C:11](=[O:12])[CH2:10][NH:9][C:7](=[O:8])[CH2:6][NH:5][C:3](=[O:4])[CH2:2][NH2:1])([OH:100])=[O:99])(=[O:72])[CH2:55][CH2:56][CH2:57][CH2:58][CH2:59][CH2:60][CH2:61]/[CH:62]=[CH:63]\[CH2:64][CH2:65][CH2:66][CH2:67][CH2:68][CH2:69][CH2:70][CH3:71]. The yield is 0.900. (3) The reactants are ClCCl.Br[C:5]1[N:10]=[CH:9][C:8]([NH2:11])=[CH:7][CH:6]=1.[CH3:12][N:13]1[CH:17]=[C:16](B2OC(C)(C)C(C)(C)O2)[C:15]([C:27]([F:30])([F:29])[F:28])=[N:14]1.C([O-])([O-])=O.[K+].[K+]. The catalyst is O1CCOCC1.O.C1C=CC(P(C2C=CC=CC=2)[C-]2C=CC=C2)=CC=1.C1C=CC(P(C2C=CC=CC=2)[C-]2C=CC=C2)=CC=1.Cl[Pd]Cl.[Fe+2]. The product is [CH3:12][N:13]1[CH:17]=[C:16]([C:5]2[N:10]=[CH:9][C:8]([NH2:11])=[CH:7][CH:6]=2)[C:15]([C:27]([F:30])([F:29])[F:28])=[N:14]1. The yield is 0.600.